From a dataset of Reaction yield outcomes from USPTO patents with 853,638 reactions. Predict the reaction yield, written as a fraction of the theoretical maximum amount of product (1.0 means a 100% yield; for example, 0.34 means a 34% yield). The reactants are [C:1]([C:5]1[CH:10]=[CH:9][C:8]([OH:11])=[CH:7][CH:6]=1)([CH3:4])([CH3:3])[CH3:2].CO.O.C(Cl)[Cl:16]. No catalyst specified. The product is [C:1]([C:5]1[CH:6]=[CH:7][C:8]([OH:11])=[C:9]([Cl:16])[CH:10]=1)([CH3:4])([CH3:2])[CH3:3]. The yield is 0.950.